This data is from Reaction yield outcomes from USPTO patents with 853,638 reactions. The task is: Predict the reaction yield, written as a fraction of the theoretical maximum amount of product (1.0 means a 100% yield; for example, 0.34 means a 34% yield). (1) The reactants are C(OC([C:11]1[C:19]2[C:14](=[CH:15][CH:16]=[C:17](CCOS(C)(=O)=O)[CH:18]=2)[NH:13][C:12]=1C)=O)C1C=CC=CC=1.COC[C@H]1CCC[NH:32]1. The catalyst is O1CCOCC1. The product is [NH:13]1[C:14]2[C:19](=[CH:18][CH:17]=[CH:16][CH:15]=2)[CH:11]=[C:12]1[NH2:32]. The yield is 0.820. (2) The reactants are [C:1]([NH:4][C@@H:5]1[C@@H:11]([OH:12])[C@H:10]([OH:13])[C@@H:9]([CH2:14][OH:15])[O:8][CH:6]1[OH:7])(=[O:3])[CH3:2].[CH2:16](O)[C:17]1[CH:22]=[CH:21][CH:20]=[CH:19][CH:18]=1. No catalyst specified. The product is [C:1]([NH:4][C@@H:5]1[C@@H:11]([OH:12])[C@H:10]([OH:13])[C@@H:9]([CH2:14][OH:15])[O:8][C@@H:6]1[O:7][CH2:16][C:17]1[CH:22]=[CH:21][CH:20]=[CH:19][CH:18]=1)(=[O:3])[CH3:2]. The yield is 0.270. (3) The reactants are [C:1]12([CH2:12][C:11](=[O:13])[O:10][C:8](=[O:9])[CH2:7]1)[CH2:6][CH2:5][CH2:4][CH2:3][CH2:2]2.N1C=CC=CC=1.[CH2:20]([OH:27])[C:21]1[CH:26]=[CH:25][CH:24]=[CH:23][CH:22]=1.C1(C)C=CC=CC=1. No catalyst specified. The product is [CH2:20]([O:27][C:11]([CH2:12][C:1]1([CH2:7][C:8]([OH:10])=[O:9])[CH2:6][CH2:5][CH2:4][CH2:3][CH2:2]1)=[O:13])[C:21]1[CH:26]=[CH:25][CH:24]=[CH:23][CH:22]=1. The yield is 0.890. (4) The reactants are [CH3:1][O:2][C:3]1[CH:4]=[CH:5][C:6]2[N:7]([N:9]=[C:10]([NH2:12])[N:11]=2)[CH:8]=1.[C:13](N1C=CC=CC1=O)(N1C=CC=CC1=O)=[S:14]. The catalyst is ClCCl. The product is [N:12]([C:10]1[N:11]=[C:6]2[CH:5]=[CH:4][C:3]([O:2][CH3:1])=[CH:8][N:7]2[N:9]=1)=[C:13]=[S:14]. The yield is 0.440. (5) The reactants are [CH3:1][O:2][C@@H:3]([CH2:8][C:9]1[CH:14]=[CH:13][C:12]([O:15]C(C)(C)C)=[CH:11][CH:10]=1)[C:4]([O:6]C)=[O:5].Cl. No catalyst specified. The product is [CH3:1][O:2][C@@H:3]([CH2:8][C:9]1[CH:10]=[CH:11][C:12]([OH:15])=[CH:13][CH:14]=1)[C:4]([OH:6])=[O:5]. The yield is 0.870. (6) The reactants are Br[C:2]1[N:7]=[N:6][C:5]([NH2:8])=[N:4][C:3]=1[C:9]1[CH:14]=[CH:13][CH:12]=[CH:11][CH:10]=1.[F:15][C:16]([F:28])([F:27])[O:17][C:18]1[CH:19]=[C:20](B(O)O)[CH:21]=[CH:22][CH:23]=1. No catalyst specified. The product is [F:15][C:16]([F:27])([F:28])[O:17][C:18]1[CH:23]=[C:22]([C:2]2[N:7]=[N:6][C:5]([NH2:8])=[N:4][C:3]=2[C:9]2[CH:14]=[CH:13][CH:12]=[CH:11][CH:10]=2)[CH:21]=[CH:20][CH:19]=1. The yield is 0.250. (7) The reactants are [Cl:1]N1C(=O)CCC1=O.[CH3:9][O:10][C:11]([C:13]1[N:14]=[C:15]2[C:20]([C:21]([F:24])([F:23])[F:22])=[CH:19][C:18]([C:25]3[CH:26]=[N:27][N:28]([C:30]([O:32][C:33]([CH3:36])([CH3:35])[CH3:34])=[O:31])[CH:29]=3)=[CH:17][N:16]2[CH:37]=1)=[O:12]. The catalyst is CN(C=O)C. The product is [CH3:9][O:10][C:11]([C:13]1[N:14]=[C:15]2[C:20]([C:21]([F:22])([F:23])[F:24])=[CH:19][C:18]([C:25]3[CH:26]=[N:27][N:28]([C:30]([O:32][C:33]([CH3:34])([CH3:36])[CH3:35])=[O:31])[CH:29]=3)=[CH:17][N:16]2[C:37]=1[Cl:1])=[O:12]. The yield is 0.870.